This data is from Experimentally validated miRNA-target interactions with 360,000+ pairs, plus equal number of negative samples. The task is: Binary Classification. Given a miRNA mature sequence and a target amino acid sequence, predict their likelihood of interaction. (1) The protein sequence of the target gene is MRLLERMRKDWFMVGIVLAIAGAKLEPSIGVNGGPLKPEITVSYIAVATIFFNSGLSLKTEELTSALVHLKLHLFIQIFTLAFFPATIWLFLQLLSITPINEWLLKGLQTVGCMPPPVSSAVILTKAVGGNEAAAIFNSAFGSFLGIVITPLLLLLFLGSSSSVPFTSIFSQLFMTVVVPLIIGQIVRRYIKDWLERKKPPFGAISSSVLLMIIYTTFCDTFSNPNIDLDKFSLVLILFIIFSIQLSFMLLTFIFSTRNNSGFTPADTVAIIFCSTHKSLTLGIPMLKIVFAGHEHLSLI.... The miRNA is hsa-miR-1229-3p with sequence CUCUCACCACUGCCCUCCCACAG. Result: 0 (no interaction). (2) The miRNA is hsa-miR-30c-5p with sequence UGUAAACAUCCUACACUCUCAGC. The protein sequence of the target gene is MQVSSLNEVKIYSLSCGKSLPEWLSDRKKRALQKKNVDVRRRIELIQDFEMPTVCTTIKVSKDGQYILATGTYKPRVRCYDTYQLSLKFERCLDSEVVTFEILSDDYSKIVFLHNDRYIEFHSQSGFYYKTRIPKFGRDFSYHYPSCDLYFVGASSEVYRLNLEQGRYLNPLQTDAAENNVCDINAVHGLFATGTIEGRVECWDPRVRKRVGVLDCALNSVTADSEINSLPTISALKFNGALSMAVGTSTGQVLLYDLRSDKPLLVKDHQYGLPIKSVHFQDSLDLVLSADSRIVKMWNK.... Result: 0 (no interaction). (3) The miRNA is hsa-miR-5191 with sequence AGGAUAGGAAGAAUGAAGUGCU. The protein sequence of the target gene is MAAVGPPQQQVRMAQQQVWAALEVALRVPCLYIIDAIFNSYYDSSQSRFCIGLQIFLRLLGIVVSSIVLILSQRSLFKFYMYSSAFLLAATSVLVNYYAALHIDFYGAYNTSAFGIELLPRKGPSLWMALIVLQLTFGIGYVTLLQIQSIYSQLMILNILVPIIGLITELPLHIRETVVLMSSLILIFNTVLVLAVKLKWFYYSTRYVYLLVRHMYRIYGLQLLMEDTWKRIRFPDILRVFWLTRITTQATVLMYILRMANETESFFISWDDFWDVICNLIISGCDSTLTVLGMSAVISS.... Result: 0 (no interaction). (4) The miRNA is dme-miR-14-3p with sequence UCAGUCUUUUUCUCUCUCCUAU. The protein sequence of the target gene is MRLIQNMCTIAEYPAPGNAAASDCCVGAAGRRLVKIAVVGASGVGKTALVVRFLTKRFIGDYERNAGNLYTRQVQIEGETLALQVQDTPGIQVHENSLSCSEQLNRCIRWADAVVIVFSITDYKSYELISQLHQHVQQLHLGTRLPVVVVANKADLLHIKQVDPQLGLQLASMLGCSFYEVSVSENYNDVYSAFHVLCKEVSHKQQPSSTPEKRRTSLIPRPKSPNMQDLKRRFKQALSAKVRTVTSV. Result: 0 (no interaction). (5) The miRNA is rno-miR-7a-5p with sequence UGGAAGACUAGUGAUUUUGUUGU. The protein sequence of the target gene is MDLMSALSLGELALSFSRVPLFPVFDLSYFIVSIIYLKYEPGAVELSRRHPVASWLCAMLHCFGSYILADLLLGEPIIDYFSNSSSILLASGVWYLIFFCPLDLFYKCVCFLPVKLIFVAMKEVVRVRKIAVGIHHAHHHYHHGWFIMIATGWVKGSGVALLSNVEQLLRGVWKPETNEILHMSFPTKASLYGAILFTLQQTRWLPVSKASLIFVFTMFMVSCKVFLTATHSHSSPFDILEGYICPVLFGATWGGDHHHDNHGAPHGMGLGTQHSGLPAKAKEELGEGSRKKKTKKAD. Result: 0 (no interaction). (6) The miRNA is hsa-miR-4755-3p with sequence AGCCAGGCUCUGAAGGGAAAGU. The protein sequence of the target gene is MTAGGQAEAEGAGGEPGAARLPSRVARLLSALFYGTCSFLIVLVNKALLTTYGFPSPIFLGIGQMAATIMILYVSKLNKIIHFPDFDKKIPVKLFPLPLLYVGNHISGLSSTSKLSLPMFTVLRKFTIPLTLLLETIILGKQYSLNIILSVFAIILGAFIAAGSDLAFNLEGYIFVFLNDIFTAANGVYTKQKMDPKELGKYGVLFYNACFMIIPTLIISVSTGDLQQATEFNQWKNVVFILQFLLSCFLGFLLMYSTVLCSYYNSALTTAVVGAIKNVSVAYIGILIGGDYIFSLLNFV.... Result: 0 (no interaction).